This data is from Catalyst prediction with 721,799 reactions and 888 catalyst types from USPTO. The task is: Predict which catalyst facilitates the given reaction. (1) Reactant: Cl[C:2]1[CH:7]=[C:6]([C:8]2[CH:13]=[CH:12][CH:11]=[C:10]([Cl:14])[C:9]=2[Cl:15])[N:5]=[C:4]([NH2:16])[N:3]=1.[NH2:17][CH2:18][CH2:19][C:20]1[CH:25]=[CH:24][C:23]([S:26]([N:29]([CH3:31])[CH3:30])(=[O:28])=[O:27])=[CH:22][CH:21]=1.C(N(CC)C(C)C)(C)C.CO. Product: [NH2:16][C:4]1[N:3]=[C:2]([NH:17][CH2:18][CH2:19][C:20]2[CH:21]=[CH:22][C:23]([S:26]([N:29]([CH3:30])[CH3:31])(=[O:28])=[O:27])=[CH:24][CH:25]=2)[CH:7]=[C:6]([C:8]2[CH:13]=[CH:12][CH:11]=[C:10]([Cl:14])[C:9]=2[Cl:15])[N:5]=1. The catalyst class is: 51. (2) Reactant: CO[C:3]([C:5]1[CH:6]=[CH:7][C:8]2[N:9]([C:11]([CH:14]([C:16]3[CH:17]=[C:18]4[C:23](=[CH:24][CH:25]=3)[N:22]=[CH:21][C:20]([Br:26])=[CH:19]4)[CH3:15])=[N:12][N:13]=2)[N:10]=1)=[O:4].[Li+].[OH-].CN1CCOCC1.CN([C:39]([O:43][N:44]1N=NC2C=CC=N[C:45]1=2)=[N+](C)C)C.F[P-](F)(F)(F)(F)F. Product: [CH3:39][O:43][N:44]([CH3:45])[C:3]([C:5]1[CH:6]=[CH:7][C:8]2[N:9]([C:11]([CH:14]([C:16]3[CH:17]=[C:18]4[C:23](=[CH:24][CH:25]=3)[N:22]=[CH:21][C:20]([Br:26])=[CH:19]4)[CH3:15])=[N:12][N:13]=2)[N:10]=1)=[O:4]. The catalyst class is: 24. (3) Product: [Cl:1][CH2:2][C:3]([N:6]1[CH2:10][CH2:9][CH2:8][CH2:7]1)=[O:4]. The catalyst class is: 1. Reactant: [Cl:1][CH2:2][C:3](Cl)=[O:4].[NH:6]1[CH2:10][CH2:9][CH2:8][CH2:7]1.C(=O)([O-])[O-].[K+].[K+].